The task is: Predict the product of the given reaction.. This data is from Forward reaction prediction with 1.9M reactions from USPTO patents (1976-2016). Given the reactants N1C=CC=CC=1.[C:7](OC(=O)C)(=[O:9])[CH3:8].[NH2:14][CH2:15][CH2:16][N:17]([CH3:34])[CH:18]1[CH2:23][CH2:22][N:21]([C:24](=[O:33])[CH2:25][CH2:26][C:27]2[N:28]([CH3:32])[CH:29]=[CH:30][N:31]=2)[CH2:20][CH2:19]1, predict the reaction product. The product is: [CH3:34][N:17]([CH:18]1[CH2:19][CH2:20][N:21]([C:24](=[O:33])[CH2:25][CH2:26][C:27]2[N:28]([CH3:32])[CH:29]=[CH:30][N:31]=2)[CH2:22][CH2:23]1)[CH2:16][CH2:15][NH:14][C:7](=[O:9])[CH3:8].